Dataset: Reaction yield outcomes from USPTO patents with 853,638 reactions. Task: Predict the reaction yield, written as a fraction of the theoretical maximum amount of product (1.0 means a 100% yield; for example, 0.34 means a 34% yield). (1) The yield is 0.550. The product is [CH3:29][O:30][CH2:31][CH2:32][N:33]([CH2:2][C:3]1[CH:28]=[CH:27][C:6]([C:7]([NH:9][C:10]2[S:11][C:12]3[C:18]([N:19]4[CH2:24][CH2:23][O:22][CH2:21][CH2:20]4)=[CH:17][CH:16]=[C:15]([O:25][CH3:26])[C:13]=3[N:14]=2)=[O:8])=[CH:5][CH:4]=1)[CH3:34]. No catalyst specified. The reactants are Cl[CH2:2][C:3]1[CH:28]=[CH:27][C:6]([C:7]([NH:9][C:10]2[S:11][C:12]3[C:18]([N:19]4[CH2:24][CH2:23][O:22][CH2:21][CH2:20]4)=[CH:17][CH:16]=[C:15]([O:25][CH3:26])[C:13]=3[N:14]=2)=[O:8])=[CH:5][CH:4]=1.[CH3:29][O:30][CH2:31][CH2:32][NH:33][CH3:34]. (2) The reactants are CS(O[C:6]1([CH2:9][CH2:10][O:11][C:12](=[O:15])[CH2:13][CH3:14])[CH2:8][CH2:7]1)(=O)=O.[Cl:16]CCl. The catalyst is [Ti](Cl)(Cl)(Cl)Cl.O. The product is [C:12]([O:11][CH2:10][CH2:9][C:6]([CH2:8][Cl:16])=[CH2:7])(=[O:15])[CH2:13][CH3:14]. The yield is 0.960. (3) The product is [CH2:17]([N:8]1[C:7]2[N:6]=[CH:5][NH:4][C:12]=2[C:11]2=[N:13][N:14]=[N:15][N:10]2[C:9]1=[O:16])[CH2:18][CH2:19][CH2:20][CH3:21]. The yield is 0.350. The catalyst is C1COCC1.C1C=CC([P]([Pd]([P](C2C=CC=CC=2)(C2C=CC=CC=2)C2C=CC=CC=2)([P](C2C=CC=CC=2)(C2C=CC=CC=2)C2C=CC=CC=2)[P](C2C=CC=CC=2)(C2C=CC=CC=2)C2C=CC=CC=2)(C2C=CC=CC=2)C2C=CC=CC=2)=CC=1.C(Cl)Cl. The reactants are C([N:4]1[C:12]2[C:11]3=[N:13][N:14]=[N:15][N:10]3[C:9](=[O:16])[N:8]([CH2:17][CH2:18][CH2:19][CH2:20][CH3:21])[C:7]=2[N:6]=[CH:5]1)C=C.N1CCOCC1.N#N.Cl. (4) The reactants are [C:1]([O:23]C)(=O)[CH2:2][CH2:3][CH2:4][CH2:5][CH2:6][CH2:7][CH2:8]/[CH:9]=[CH:10]\[CH2:11][CH2:12][CH2:13][CH2:14][CH2:15][CH2:16][CH2:17][C:18]([O:20][CH3:21])=[O:19].N(CCCC)(CCCC)CCCC.O. The catalyst is C(Cl)Cl.Cl[Ti](Cl)(Cl)Cl. The product is [CH3:21][O:20][C:18]([CH:17]1[CH2:16][CH2:15][CH2:14][CH2:13][CH2:12][CH2:11][CH:10]=[CH:9][CH2:8][CH2:7][CH2:6][CH2:5][CH2:4][CH2:3][CH2:2][C:1]1=[O:23])=[O:19]. The yield is 0.450. (5) The reactants are COC1C=CC(C[N:8]2[CH:13]=[CH:12][N:11]=[C:10]([S:14][C:15]3[CH:20]=[CH:19][C:18]([O:21][C:22]([F:25])([F:24])[F:23])=[CH:17][CH:16]=3)[C:9]2=[O:26])=CC=1. The catalyst is C(O)(C(F)(F)F)=O. The product is [F:25][C:22]([F:23])([F:24])[O:21][C:18]1[CH:17]=[CH:16][C:15]([S:14][C:10]2[C:9](=[O:26])[NH:8][CH:13]=[CH:12][N:11]=2)=[CH:20][CH:19]=1. The yield is 0.780.